Dataset: Full USPTO retrosynthesis dataset with 1.9M reactions from patents (1976-2016). Task: Predict the reactants needed to synthesize the given product. (1) Given the product [CH2:15]([O:17][C:18](=[O:38])[CH:19]=[C:20]([C:2]1[CH:10]=[C:9]([O:11][CH3:12])[CH:8]=[C:7]2[C:3]=1[C:4]([C:13]#[N:14])=[CH:5][NH:6]2)[C:21]1[CH:26]=[CH:25][CH:24]=[CH:23][CH:22]=1)[CH3:16], predict the reactants needed to synthesize it. The reactants are: Br[C:2]1[CH:10]=[C:9]([O:11][CH3:12])[CH:8]=[C:7]2[C:3]=1[C:4]([C:13]#[N:14])=[CH:5][NH:6]2.[CH2:15]([O:17][C:18](=[O:38])[CH:19]=[C:20](C1C=CC=C2C=1C(C#N)=CN2)[C:21]1[CH:26]=[CH:25][CH:24]=[CH:23][CH:22]=1)[CH3:16]. (2) Given the product [Cl:1][C:2]1[CH:3]=[C:4]([I:9])[C:5](/[N:8]=[CH:15]\[NH:13][OH:22])=[N:6][CH:7]=1, predict the reactants needed to synthesize it. The reactants are: [Cl:1][C:2]1[CH:3]=[C:4]([I:9])[C:5]([NH2:8])=[N:6][CH:7]=1.COC(OC)[N:13]([CH3:15])C.Cl.NO.C([O-])(O)=[O:22].[Na+].